Dataset: Full USPTO retrosynthesis dataset with 1.9M reactions from patents (1976-2016). Task: Predict the reactants needed to synthesize the given product. (1) Given the product [C:6]1([NH2:10])[CH:7]=[CH:8][CH:9]=[C:4]([NH2:1])[C:5]=1[NH2:11], predict the reactants needed to synthesize it. The reactants are: [N+:1]([C:4]1[CH:9]=[CH:8][CH:7]=[C:6]([NH2:10])[C:5]=1[NH2:11])([O-])=O. (2) Given the product [NH2:8][CH2:9][CH2:10][CH2:11][C@H:12]([NH:16][C:17]([C:19]1[C:20](=[O:38])[N:21]([CH:25]([C:32]2[CH:33]=[CH:34][CH:35]=[CH:36][CH:37]=2)[C:26]2[CH:31]=[CH:30][CH:29]=[CH:28][CH:27]=2)[CH:22]=[CH:23][CH:24]=1)=[O:18])[C:13]([OH:15])=[O:14].[C:39]([OH:45])([C:41]([F:44])([F:43])[F:42])=[O:40], predict the reactants needed to synthesize it. The reactants are: C(OC([NH:8][CH2:9][CH2:10][CH2:11][C@H:12]([NH:16][C:17]([C:19]1[C:20](=[O:38])[N:21]([CH:25]([C:32]2[CH:37]=[CH:36][CH:35]=[CH:34][CH:33]=2)[C:26]2[CH:31]=[CH:30][CH:29]=[CH:28][CH:27]=2)[CH:22]=[CH:23][CH:24]=1)=[O:18])[C:13]([OH:15])=[O:14])=O)(C)(C)C.[C:39]([OH:45])([C:41]([F:44])([F:43])[F:42])=[O:40]. (3) Given the product [C:38]([O:42][C:43]([N:45]1[C:53]2[C:48](=[CH:49][CH:50]=[CH:51][CH:52]=2)[C:47]([CH2:54][CH:19]2[C:18]3[N:14]([C:15]([C:22]4[CH:27]=[CH:26][CH:25]=[CH:24][CH:23]=4)=[N:16][N:17]=3)[C:13]3[CH:28]=[C:29]([F:33])[C:30]([F:32])=[CH:31][C:12]=3[N:11]([CH2:10][C:9](=[O:34])[N:8]([CH2:1][C:2]3[CH:3]=[CH:4][CH:5]=[CH:6][CH:7]=3)[CH:35]([CH3:37])[CH3:36])[C:20]2=[O:21])=[N:46]1)=[O:44])([CH3:41])([CH3:40])[CH3:39], predict the reactants needed to synthesize it. The reactants are: [CH2:1]([N:8]([CH:35]([CH3:37])[CH3:36])[C:9](=[O:34])[CH2:10][N:11]1[C:20](=[O:21])[CH2:19][C:18]2[N:14]([C:15]([C:22]3[CH:27]=[CH:26][CH:25]=[CH:24][CH:23]=3)=[N:16][N:17]=2)[C:13]2[CH:28]=[C:29]([F:33])[C:30]([F:32])=[CH:31][C:12]1=2)[C:2]1[CH:7]=[CH:6][CH:5]=[CH:4][CH:3]=1.[C:38]([O:42][C:43]([N:45]1[C:53]2[C:48](=[CH:49][CH:50]=[CH:51][CH:52]=2)[C:47]([CH2:54]Br)=[N:46]1)=[O:44])([CH3:41])([CH3:40])[CH3:39]. (4) The reactants are: [C:1]([O:5][C:6]([N:8]([C:26]([O:28][C:29]([CH3:32])([CH3:31])[CH3:30])=[O:27])[C:9]1[C:17]2[C:12](=[CH:13][C:14](Br)=[CH:15][CH:16]=2)[N:11]([C:19]([O:21][C:22]([CH3:25])([CH3:24])[CH3:23])=[O:20])[N:10]=1)=[O:7])([CH3:4])([CH3:3])[CH3:2].[B:33]1([B:33]2[O:37][C:36]([CH3:39])([CH3:38])[C:35]([CH3:41])([CH3:40])[O:34]2)[O:37][C:36]([CH3:39])([CH3:38])[C:35]([CH3:41])([CH3:40])[O:34]1.C([O-])(=O)C.[K+]. Given the product [C:1]([O:5][C:6]([N:8]([C:26]([O:28][C:29]([CH3:32])([CH3:31])[CH3:30])=[O:27])[C:9]1[C:17]2[C:12](=[CH:13][C:14]([B:33]3[O:37][C:36]([CH3:39])([CH3:38])[C:35]([CH3:41])([CH3:40])[O:34]3)=[CH:15][CH:16]=2)[N:11]([C:19]([O:21][C:22]([CH3:25])([CH3:24])[CH3:23])=[O:20])[N:10]=1)=[O:7])([CH3:4])([CH3:3])[CH3:2], predict the reactants needed to synthesize it. (5) Given the product [C:17]([C:14]1[CH:15]=[CH:16][C:11]([C:9]2[O:8][N:7]=[C:6]([C:4]([OH:5])=[O:3])[N:10]=2)=[CH:12][C:13]=1[F:19])#[N:18], predict the reactants needed to synthesize it. The reactants are: C([O:3][C:4]([C:6]1[N:10]=[C:9]([C:11]2[CH:16]=[CH:15][C:14]([C:17]#[N:18])=[C:13]([F:19])[CH:12]=2)[O:8][N:7]=1)=[O:5])C.[Li+].[OH-].